Dataset: HIV replication inhibition screening data with 41,000+ compounds from the AIDS Antiviral Screen. Task: Binary Classification. Given a drug SMILES string, predict its activity (active/inactive) in a high-throughput screening assay against a specified biological target. The drug is Cc1nc(N)nc(N)c1N1CCN(c2ccc(C(=O)NC(CCC(=O)O)C(=O)O)cc2)CC1. The result is 0 (inactive).